From a dataset of Forward reaction prediction with 1.9M reactions from USPTO patents (1976-2016). Predict the product of the given reaction. (1) Given the reactants [CH2:1]([N:8]([CH2:18][C:19]1[CH:24]=[CH:23][CH:22]=[CH:21][CH:20]=1)[C:9]1([C:12](N(OC)C)=[O:13])[CH2:11][CH2:10]1)[C:2]1[CH:7]=[CH:6][CH:5]=[CH:4][CH:3]=1.[CH3:25][Li], predict the reaction product. The product is: [CH2:18]([N:8]([CH2:1][C:2]1[CH:7]=[CH:6][CH:5]=[CH:4][CH:3]=1)[C:9]1([C:12](=[O:13])[CH3:25])[CH2:11][CH2:10]1)[C:19]1[CH:24]=[CH:23][CH:22]=[CH:21][CH:20]=1. (2) The product is: [C:55]([O:54][C:52]([N:49]1[C:50]2[C:46](=[CH:45][CH:44]=[C:43]([F:42])[CH:51]=2)[C:47]([C:29]2[CH:41]=[CH:40][C:32]([C:33]([OH:12])=[O:39])=[C:31]([S:35](=[O:37])(=[O:36])[NH:34][CH3:38])[CH:30]=2)=[CH:48]1)=[O:53])([CH3:58])([CH3:56])[CH3:57]. Given the reactants FC1C=C2C(C(C3C=C(N)C(N)=CC=3)=CN2S(C2C=CC=CC=2)(=O)=[O:12])=CC=1.Br[C:29]1[CH:41]=[CH:40][C:32]2[C:33](=[O:39])[N:34]([CH3:38])[S:35](=[O:37])(=[O:36])[C:31]=2[CH:30]=1.[F:42][C:43]1[CH:51]=[C:50]2[C:46]([C:47](B3OC(C)(C)C(C)(C)O3)=[CH:48][N:49]2[C:52]([O:54][C:55]([CH3:58])([CH3:57])[CH3:56])=[O:53])=[CH:45][CH:44]=1, predict the reaction product.